Task: Predict the reaction yield, written as a fraction of the theoretical maximum amount of product (1.0 means a 100% yield; for example, 0.34 means a 34% yield).. Dataset: Reaction yield outcomes from USPTO patents with 853,638 reactions (1) The reactants are Br[C:2]1[CH:23]=[CH:22][C:5]([C:6]([NH:8][S:9]([C:12]2[CH:17]=[CH:16][CH:15]=[CH:14][C:13]=2[S:18](=[O:21])(=[O:20])[NH2:19])(=[O:11])=[O:10])=[O:7])=[CH:4][C:3]=1[CH2:24][OH:25].[CH:26]1([C:32]#[CH:33])[CH2:31][CH2:30][CH2:29][CH2:28][CH2:27]1. No catalyst specified. The product is [CH:26]1([C:32]#[C:33][C:2]2[CH:23]=[CH:22][C:5]([C:6]([NH:8][S:9]([C:12]3[CH:17]=[CH:16][CH:15]=[CH:14][C:13]=3[S:18](=[O:21])(=[O:20])[NH2:19])(=[O:11])=[O:10])=[O:7])=[CH:4][C:3]=2[CH2:24][OH:25])[CH2:31][CH2:30][CH2:29][CH2:28][CH2:27]1. The yield is 0.320. (2) The reactants are FC1CCCN(C([O-])=O)C1.O=P(Cl)(Cl)[Cl:13].[CH2:16]([O:23][C:24]([N:26]1[CH2:31][CH2:30][C@@H:29]([O:32][C:33]2[CH:34]=[CH:35][CH:36]=[C:37]3[C:42]=2[N+:41]([O-])=[CH:40][CH:39]=[CH:38]3)[C@H:28]([F:44])[CH2:27]1)=[O:25])[C:17]1[CH:22]=[CH:21][CH:20]=[CH:19][CH:18]=1. The catalyst is C(OCC)(=O)C.C1(C)C=CC=CC=1.CN(C=O)C. The product is [Cl:13][C:40]1[CH:39]=[CH:38][C:37]2[C:42](=[C:33]([O:32][C@@H:29]3[CH2:30][CH2:31][N:26]([C:24]([O:23][CH2:16][C:17]4[CH:22]=[CH:21][CH:20]=[CH:19][CH:18]=4)=[O:25])[CH2:27][C@H:28]3[F:44])[CH:34]=[CH:35][CH:36]=2)[N:41]=1. The yield is 0.517. (3) The reactants are [CH3:1][C:2]1[C:6]2[CH:7]=[CH:8][CH:9]=[CH:10][C:5]=2[S:4][C:3]=1[S:11]([OH:14])(=O)=[O:12].O=P(Cl)(Cl)[Cl:17]. The catalyst is C(Cl)Cl. The product is [CH3:1][C:2]1[C:6]2[CH:7]=[CH:8][CH:9]=[CH:10][C:5]=2[S:4][C:3]=1[S:11]([Cl:17])(=[O:14])=[O:12]. The yield is 0.910. (4) The reactants are [CH3:1][O:2][C:3]([C:5]1[CH:14]=[CH:13][C:12]2[C:11](=[O:15])[CH2:10][CH2:9][CH2:8][C:7]=2[CH:6]=1)=[O:4].[CH3:16][C:17]1[S:18][C:19]([CH:22]=O)=[CH:20][N:21]=1. No catalyst specified. The product is [CH3:16][C:17]1[S:18][C:19]([CH:22]=[C:10]2[CH2:9][CH2:8][C:7]3[CH:6]=[C:5]([C:3]([O:2][CH3:1])=[O:4])[CH:14]=[CH:13][C:12]=3[C:11]2=[O:15])=[CH:20][N:21]=1. The yield is 0.600.